Dataset: NCI-60 drug combinations with 297,098 pairs across 59 cell lines. Task: Regression. Given two drug SMILES strings and cell line genomic features, predict the synergy score measuring deviation from expected non-interaction effect. (1) Drug 1: C1=NC2=C(N=C(N=C2N1C3C(C(C(O3)CO)O)O)F)N. Drug 2: CCCCC(=O)OCC(=O)C1(CC(C2=C(C1)C(=C3C(=C2O)C(=O)C4=C(C3=O)C=CC=C4OC)O)OC5CC(C(C(O5)C)O)NC(=O)C(F)(F)F)O. Cell line: KM12. Synergy scores: CSS=34.0, Synergy_ZIP=2.92, Synergy_Bliss=4.13, Synergy_Loewe=-21.9, Synergy_HSA=0.0688. (2) Drug 1: CN(C)N=NC1=C(NC=N1)C(=O)N. Drug 2: CS(=O)(=O)CCNCC1=CC=C(O1)C2=CC3=C(C=C2)N=CN=C3NC4=CC(=C(C=C4)OCC5=CC(=CC=C5)F)Cl. Cell line: PC-3. Synergy scores: CSS=1.61, Synergy_ZIP=-1.82, Synergy_Bliss=-3.95, Synergy_Loewe=-1.93, Synergy_HSA=-4.48.